Dataset: Reaction yield outcomes from USPTO patents with 853,638 reactions. Task: Predict the reaction yield, written as a fraction of the theoretical maximum amount of product (1.0 means a 100% yield; for example, 0.34 means a 34% yield). (1) The reactants are [CH2:1]([O:3][C:4]1[C:17]2[C:16]3[N:15]=[CH:14][CH:13]=[CH:12][C:11]=3[C:10](=[O:18])[N:9]([CH2:19][O:20][CH3:21])[C:8]=2[CH:7]=[C:6]([C:22]([O:24][CH3:25])=[O:23])[CH:5]=1)[CH3:2].O1CCCC1.O.ClCCl. The catalyst is [H][H].[Pd].CCCCCC. The product is [CH2:1]([O:3][C:4]1[C:17]2[C:16]3[NH:15][CH2:14][CH2:13][CH2:12][C:11]=3[C:10](=[O:18])[N:9]([CH2:19][O:20][CH3:21])[C:8]=2[CH:7]=[C:6]([C:22]([O:24][CH3:25])=[O:23])[CH:5]=1)[CH3:2]. The yield is 0.722. (2) The reactants are [CH3:1][O:2][C:3]1[CH:16]=[CH:15][C:6]([CH2:7][NH:8][C:9]2[CH:14]=[CH:13][N:12]=[CH:11][N:10]=2)=[CH:5][CH:4]=1.C[Si]([N-][Si](C)(C)C)(C)C.[Li+].[Cl:27][C:28]1[C:37]2[C:32](=[CH:33][C:34]([S:38](OC3C(F)=C(F)C(F)=C(F)C=3F)(=[O:40])=[O:39])=[CH:35][CH:36]=2)[CH:31]=[CH:30][N:29]=1. The catalyst is C1COCC1. The product is [Cl:27][C:28]1[C:37]2[C:32](=[CH:33][C:34]([S:38]([N:8]([CH2:7][C:6]3[CH:5]=[CH:4][C:3]([O:2][CH3:1])=[CH:16][CH:15]=3)[C:9]3[CH:14]=[CH:13][N:12]=[CH:11][N:10]=3)(=[O:40])=[O:39])=[CH:35][CH:36]=2)[CH:31]=[CH:30][N:29]=1. The yield is 0.397. (3) The reactants are Cl[C:2]1[N:7]=[C:6]([NH:8][C:9]([CH:11]2[CH2:13][CH2:12]2)=[O:10])[CH:5]=[N:4][C:3]=1[C:14]1[CH:19]=[CH:18][N+:17]([O-:20])=[CH:16][C:15]=1[F:21].[N:22]1[CH:27]=[CH:26][CH:25]=[C:24](B(O)O)[CH:23]=1.C([O-])([O-])=O.[Cs+].[Cs+].O1CCOCC1. The catalyst is O. The product is [F:21][C:15]1[CH:16]=[N+:17]([O-:20])[CH:18]=[CH:19][C:14]=1[C:3]1[N:4]=[CH:5][C:6]([NH:8][C:9]([CH:11]2[CH2:13][CH2:12]2)=[O:10])=[N:7][C:2]=1[C:24]1[CH:23]=[N:22][CH:27]=[CH:26][CH:25]=1. The yield is 0.560.